Dataset: Reaction yield outcomes from USPTO patents with 853,638 reactions. Task: Predict the reaction yield, written as a fraction of the theoretical maximum amount of product (1.0 means a 100% yield; for example, 0.34 means a 34% yield). (1) The reactants are CO[C:3]([C:5]1[C:14]([OH:15])=[C:13]2[C:8]([CH:9]=[CH:10][CH:11]=[N:12]2)=[CH:7][N:6]=1)=[O:4].[F:16][C:17]1[CH:24]=[CH:23][C:20]([CH2:21][NH2:22])=[CH:19][CH:18]=1.CC(O)=O.O. The catalyst is CCO. The product is [F:16][C:17]1[CH:24]=[CH:23][C:20]([CH2:21][NH:22][C:3]([C:5]2[C:14]([OH:15])=[C:13]3[C:8]([CH:9]=[CH:10][CH:11]=[N:12]3)=[CH:7][N:6]=2)=[O:4])=[CH:19][CH:18]=1. The yield is 0.960. (2) The reactants are F[C:2](F)(F)[C:3]([O-])=O.[C:8]([NH:11][C:12]1[S:20][C:15]2[CH2:16][NH2+:17][CH2:18][CH2:19][C:14]=2[C:13]=1[C:21]1[S:22][C:23]([CH3:27])=[C:24]([CH3:26])[N:25]=1)(=[O:10])[CH3:9].C(=O)C.C(O[BH-](OC(=O)C)OC(=O)C)(=O)C.[Na+]. The catalyst is ClC(Cl)C.ClCCl. The product is [CH3:26][C:24]1[N:25]=[C:21]([C:13]2[C:14]3[CH2:19][CH2:18][N:17]([CH2:2][CH3:3])[CH2:16][C:15]=3[S:20][C:12]=2[NH:11][C:8](=[O:10])[CH3:9])[S:22][C:23]=1[CH3:27]. The yield is 0.530. (3) The reactants are [C:1](Cl)([C:18]1[CH:23]=[CH:22][CH:21]=[CH:20][CH:19]=1)([C:10]1[CH:17]=[CH:16][C:13]([O:14][CH3:15])=[CH:12][CH:11]=1)[C:2]1[CH:9]=[CH:8][C:5]([O:6][CH3:7])=[CH:4][CH:3]=1.[C:25]([NH:28][C:29]1[CH:34]=[CH:33][N:32]([CH2:35][C@H:36]([C@H:39]([OH:41])[CH3:40])[CH2:37][OH:38])[C:31](=[O:42])[N:30]=1)(=[O:27])[CH3:26]. The catalyst is N1C=CC=CC=1. The product is [CH3:7][O:6][C:5]1[CH:8]=[CH:9][C:2]([C:1]([C:10]2[CH:17]=[CH:16][C:13]([O:14][CH3:15])=[CH:12][CH:11]=2)([C:18]2[CH:23]=[CH:22][CH:21]=[CH:20][CH:19]=2)[O:38][CH2:37][C@H:36]([CH2:35][N:32]2[CH:33]=[CH:34][C:29]([NH:28][C:25](=[O:27])[CH3:26])=[N:30][C:31]2=[O:42])[C@H:39]([OH:41])[CH3:40])=[CH:3][CH:4]=1. The yield is 0.900. (4) The reactants are [CH3:1][N:2]1[CH2:7][CH2:6][CH2:5][CH:4]([CH:8]=[N:9][OH:10])[CH2:3]1.[CH2:11]([N:14]1[CH2:18][CH2:17][CH2:16][C:15]1=[O:19])[C:12]#[CH:13]. No catalyst specified. The product is [CH3:1][N:2]1[CH2:7][CH2:6][CH2:5][CH:4]([C:8]2[CH:13]=[C:12]([CH2:11][N:14]3[CH2:18][CH2:17][CH2:16][C:15]3=[O:19])[O:10][N:9]=2)[CH2:3]1. The yield is 0.500. (5) The yield is 0.340. The reactants are [C:1]([C:4]1[CH:9]=[CH:8][C:7]([S:10](Cl)(=[O:12])=[O:11])=[CH:6][CH:5]=1)(=[O:3])[CH3:2].[NH2:14][C:15]1[C:24]([F:25])=[CH:23][C:18]([C:19]([O:21]C)=[O:20])=[C:17]([F:26])[CH:16]=1.[OH-].[Li+].Cl. The catalyst is O.N1C=CC=CC=1.ClCCl. The product is [C:1]([C:4]1[CH:9]=[CH:8][C:7]([S:10]([NH:14][C:15]2[C:24]([F:25])=[CH:23][C:18]([C:19]([OH:21])=[O:20])=[C:17]([F:26])[CH:16]=2)(=[O:12])=[O:11])=[CH:6][CH:5]=1)(=[O:3])[CH3:2]. (6) The catalyst is CO. The reactants are [F:1][C:2]1[CH:17]=[C:16]([CH:18]=O)[CH:15]=[CH:14][C:3]=1[O:4][C:5]1[CH:6]=[CH:7][C:8]([C:11]([NH2:13])=[O:12])=[N:9][CH:10]=1.[CH3:20][CH:21]([CH3:26])[CH2:22][CH2:23][CH2:24][NH2:25].[BH4-].[Na+]. The yield is 0.550. The product is [F:1][C:2]1[CH:17]=[C:16]([CH2:18][NH:25][CH2:24][CH2:23][CH2:22][CH:21]([CH3:26])[CH3:20])[CH:15]=[CH:14][C:3]=1[O:4][C:5]1[CH:6]=[CH:7][C:8]([C:11]([NH2:13])=[O:12])=[N:9][CH:10]=1. (7) The reactants are [NH2:1][C:2]1([C:6]2[CH:11]=[CH:10][C:9]([C:12]3[O:29][C:15]4[N:16]=[C:17]([N:22]5[CH2:27][CH2:26][CH:25](N)[CH2:24][CH2:23]5)[N:18]=[C:19]([O:20][CH3:21])[C:14]=4[C:13]=3[C:30]3[CH:35]=[CH:34][CH:33]=[CH:32][CH:31]=3)=[CH:8][CH:7]=2)[CH2:5][CH2:4][CH2:3]1.COC1C2C(C3C=CC=CC=3)=C(C3C=CC(C4(NC(=O)OC(C)(C)C)CCC4)=CC=3)OC=2N=C(N2CCCCC2)N=1. No catalyst specified. The product is [CH3:21][O:20][C:19]1[C:14]2[C:13]([C:30]3[CH:35]=[CH:34][CH:33]=[CH:32][CH:31]=3)=[C:12]([C:9]3[CH:8]=[CH:7][C:6]([C:2]4([NH2:1])[CH2:5][CH2:4][CH2:3]4)=[CH:11][CH:10]=3)[O:29][C:15]=2[N:16]=[C:17]([N:22]2[CH2:27][CH2:26][CH2:25][CH2:24][CH2:23]2)[N:18]=1. The yield is 0.840. (8) The reactants are C([Li])CCC.C(NC(C)C)(C)C.[CH3:13][O:14][C:15]1[CH:16]=[C:17]([CH:23](CCC2OCCO2)[C:24]#[N:25])[CH:18]=[CH:19][C:20]=1[O:21][CH3:22].BrCCC1OCCO1.C[O:42][C:43]1[CH:44]=[C:45]([CH2:51]C#N)[CH:46]=[CH:47][C:48]=1[O:49]C.IC(C)C.[NH4+].[Cl-]. The catalyst is C1COCC1.C(OCC)C. The product is [C:24]([C:23]1([C:17]2[CH:18]=[CH:19][C:20]([O:21][CH3:22])=[C:15]([O:14][CH3:13])[CH:16]=2)[O:49][CH:48]([CH2:47][CH2:46][CH:45]([CH3:51])[CH3:44])[CH2:43][O:42]1)#[N:25]. The yield is 0.490. (9) The reactants are Cl.[F:2][C:3]1[CH:8]=[CH:7][CH:6]=[CH:5][C:4]=1[C:9]1[CH:22]=[C:21]2[C:12]([N:13]3[C:18]([CH2:19][O:20]2)=[N:17][NH:16][C:15](=[O:23])[C@H:14]3[CH3:24])=[CH:11][C:10]=1[C@@H:25]1[CH2:30][CH2:29][NH:28][CH2:27][C@@H:26]1[CH3:31].C=O.[B-][C:35]#N.[Na+]. The catalyst is CO.CC(O)=O. The product is [CH3:35][N:28]1[CH2:29][CH2:30][C@@H:25]([C:10]2[CH:11]=[C:12]3[C:21](=[CH:22][C:9]=2[C:4]2[CH:5]=[CH:6][CH:7]=[CH:8][C:3]=2[F:2])[O:20][CH2:19][C:18]2[N:13]3[C@H:14]([CH3:24])[C:15](=[O:23])[NH:16][N:17]=2)[C@@H:26]([CH3:31])[CH2:27]1. The yield is 0.400.